From a dataset of Full USPTO retrosynthesis dataset with 1.9M reactions from patents (1976-2016). Predict the reactants needed to synthesize the given product. (1) Given the product [Si:5]([O:4][C@H:3]([C:12]1[CH:21]=[CH:20][C:19]([OH:22])=[C:18]2[C:13]=1[CH:14]=[CH:15][C:16](=[O:23])[NH:17]2)[CH2:2][NH:1][CH2:41][C:40]1([OH:42])[CH2:43][CH2:44][N:37]([CH2:36][CH2:35][O:34][CH2:33][CH2:32][C:26]2[C:27]([Cl:31])=[CH:28][CH:29]=[CH:30][C:25]=2[Cl:24])[CH2:38][CH2:39]1)([C:8]([CH3:11])([CH3:10])[CH3:9])([CH3:7])[CH3:6], predict the reactants needed to synthesize it. The reactants are: [NH2:1][CH2:2][C@@H:3]([C:12]1[CH:21]=[CH:20][C:19]([OH:22])=[C:18]2[C:13]=1[CH:14]=[CH:15][C:16](=[O:23])[NH:17]2)[O:4][Si:5]([C:8]([CH3:11])([CH3:10])[CH3:9])([CH3:7])[CH3:6].[Cl:24][C:25]1[CH:30]=[CH:29][CH:28]=[C:27]([Cl:31])[C:26]=1[CH2:32][CH2:33][O:34][CH2:35][CH2:36][N:37]1[CH2:44][CH2:43][C:40]2([O:42][CH2:41]2)[CH2:39][CH2:38]1. (2) Given the product [C:14]([O:9][C:8]([C:6]1[S:7][C:3]([CH:1]=[O:2])=[CH:4][CH:5]=1)=[O:10])([CH3:17])([CH3:16])[CH3:15], predict the reactants needed to synthesize it. The reactants are: [CH:1]([C:3]1[S:7][C:6]([C:8]([OH:10])=[O:9])=[CH:5][CH:4]=1)=[O:2].C(OC(O[C:14]([CH3:17])([CH3:16])[CH3:15])=O)(O[C:14]([CH3:17])([CH3:16])[CH3:15])=O.N1C=CC=CC=1. (3) Given the product [F:2][C:3]1[CH:8]=[C:7]([F:9])[CH:6]=[CH:5][C:4]=1[N:10]1[CH:14]([C:15]2[CH:16]=[CH:17][C:18]([N:21]3[CH2:27][CH2:26][CH2:25][N:24]([S:46]([CH3:45])(=[O:48])=[O:47])[CH2:23][CH2:22]3)=[CH:19][CH:20]=2)[CH2:13][C:12]([C:28]([C:34]([F:35])([F:36])[F:37])([C:30]([F:31])([F:33])[F:32])[OH:29])=[N:11]1, predict the reactants needed to synthesize it. The reactants are: Cl.[F:2][C:3]1[CH:8]=[C:7]([F:9])[CH:6]=[CH:5][C:4]=1[N:10]1[CH:14]([C:15]2[CH:20]=[CH:19][C:18]([N:21]3[CH2:27][CH2:26][CH2:25][NH:24][CH2:23][CH2:22]3)=[CH:17][CH:16]=2)[CH2:13][C:12]([C:28]([C:34]([F:37])([F:36])[F:35])([C:30]([F:33])([F:32])[F:31])[OH:29])=[N:11]1.C(N(CC)CC)C.[CH3:45][S:46](Cl)(=[O:48])=[O:47].